Dataset: Reaction yield outcomes from USPTO patents with 853,638 reactions. Task: Predict the reaction yield, written as a fraction of the theoretical maximum amount of product (1.0 means a 100% yield; for example, 0.34 means a 34% yield). (1) The reactants are [NH:1]1[CH2:5][CH2:4][CH2:3][C@H:2]1[C:6]1[NH:10][C:9]2[CH:11]=[C:12]([C:15]3[CH:24]=[CH:23][C:22]4[C:17](=[CH:18][CH:19]=[C:20]([C:25]5[CH:26]=[CH:27][C:28]6[N:32]=[C:31]([C@@H:33]7[CH2:37][CH2:36][CH2:35][NH:34]7)[NH:30][C:29]=6[CH:38]=5)[CH:21]=4)[CH:16]=3)[CH:13]=[CH:14][C:8]=2[N:7]=1.C(N(CC)CC)C.[C:46](O[C:46]([O:48][C:49]([CH3:52])([CH3:51])[CH3:50])=[O:47])([O:48][C:49]([CH3:52])([CH3:51])[CH3:50])=[O:47]. The catalyst is CN(C1C=CN=CC=1)C.CN(C=O)C. The product is [NH:34]1[CH2:35][CH2:36][CH2:37][C@H:33]1[C:31]1[NH:32][C:28]2[CH:27]=[CH:26][C:25]([C:20]3[CH:21]=[C:22]4[C:17](=[CH:18][CH:19]=3)[CH:16]=[C:15]([C:12]3[CH:13]=[CH:14][C:8]5[NH:7][C:6]([C@@H:2]6[CH2:3][CH2:4][CH2:5][N:1]6[C:46]([O:48][C:49]([CH3:52])([CH3:51])[CH3:50])=[O:47])=[N:10][C:9]=5[CH:11]=3)[CH:24]=[CH:23]4)=[CH:38][C:29]=2[N:30]=1. The yield is 0.471. (2) The product is [C:3]1([C@H:2]([NH2:1])[NH:9][CH2:10][CH:12]2[CH2:17][CH2:16][O:15][CH2:14][CH2:13]2)[CH:4]=[CH:5][CH:6]=[CH:7][CH:8]=1. The catalyst is C1COCC1. The yield is 0.860. The reactants are [NH2:1][C@H:2]([NH:9][C:10]([CH:12]1[CH2:17][CH2:16][O:15][CH2:14][CH2:13]1)=O)[C:3]1[CH:8]=[CH:7][CH:6]=[CH:5][CH:4]=1.B.C1COCC1.CO.Cl. (3) The reactants are [C:1]([O:5][C:6]([N:8]1[CH2:13][CH2:12][CH:11]([C:14]([C:17]2[CH:22]=[CH:21][CH:20]=[C:19]([O:23][CH3:24])[C:18]=2F)=[N:15][OH:16])[CH2:10][CH2:9]1)=[O:7])([CH3:4])([CH3:3])[CH3:2].CC(C)([O-])C.[K+]. The catalyst is C1COCC1.C(OCC)(=O)C. The product is [C:1]([O:5][C:6]([N:8]1[CH2:13][CH2:12][CH:11]([C:14]2[C:17]3[CH:22]=[CH:21][CH:20]=[C:19]([O:23][CH3:24])[C:18]=3[O:16][N:15]=2)[CH2:10][CH2:9]1)=[O:7])([CH3:4])([CH3:3])[CH3:2]. The yield is 0.640. (4) The product is [CH3:29][N:30]([CH:32]=[C:15]1[CH2:14][CH2:13][CH2:12][C:11]2[CH:18]=[C:7]([N:6]3[CH2:5][C@H:4]([CH2:19][N:20]4[CH:25]=[CH:24][CH:23]=[CH:22][C:21]4=[O:26])[O:3][C:2]3=[O:1])[CH:8]=[CH:9][C:10]=2[C:16]1=[O:17])[CH3:31]. The yield is 1.00. The catalyst is C(O)CC. The reactants are [O:1]=[C:2]1[N:6]([C:7]2[CH:8]=[CH:9][C:10]3[C:16](=[O:17])[CH2:15][CH2:14][CH2:13][CH2:12][C:11]=3[CH:18]=2)[CH2:5][C@H:4]([CH2:19][N:20]2[CH:25]=[CH:24][CH:23]=[CH:22][C:21]2=[O:26])[O:3]1.CO[CH:29](OC)[N:30]([CH3:32])[CH3:31].